From a dataset of Reaction yield outcomes from USPTO patents with 853,638 reactions. Predict the reaction yield, written as a fraction of the theoretical maximum amount of product (1.0 means a 100% yield; for example, 0.34 means a 34% yield). (1) The reactants are [CH2:1]([N:5]1[C:13]2[N:12]=[C:11]([Cl:14])[N:10](CC=C)[C:9]=2[C:8](=[O:18])[NH:7][C:6]1=[O:19])[CH2:2][CH2:3][CH3:4].C([O-])([O-])=O.[Cs+].[Cs+].Cl[CH2:27][C:28]#[N:29].N1CCOCC1. The catalyst is CN(C=O)C.C1C=CC([P]([Pd]([P](C2C=CC=CC=2)(C2C=CC=CC=2)C2C=CC=CC=2)([P](C2C=CC=CC=2)(C2C=CC=CC=2)C2C=CC=CC=2)[P](C2C=CC=CC=2)(C2C=CC=CC=2)C2C=CC=CC=2)(C2C=CC=CC=2)C2C=CC=CC=2)=CC=1. The product is [CH2:1]([N:5]1[C:13]2[N:12]=[C:11]([Cl:14])[NH:10][C:9]=2[C:8](=[O:18])[N:7]([CH2:27][C:28]#[N:29])[C:6]1=[O:19])[CH2:2][CH2:3][CH3:4]. The yield is 0.260. (2) The reactants are [NH2:1][C:2]1[C:7]([NH2:8])=[C:6]([C:9]2[CH:14]=[CH:13][C:12]([CH2:15][NH:16][C:17](=[O:23])[O:18][C:19]([CH3:22])([CH3:21])[CH3:20])=[C:11]([F:24])[CH:10]=2)[CH:5]=[CH:4][N:3]=1.[N+:25]([C:28]1[CH:29]=[C:30]([CH:33]=[CH:34][CH:35]=1)[CH:31]=O)([O-:27])=[O:26]. No catalyst specified. The product is [F:24][C:11]1[CH:10]=[C:9]([C:6]2[CH:5]=[CH:4][N:3]=[C:2]3[NH:1][C:31]([C:30]4[CH:33]=[CH:34][CH:35]=[C:28]([N+:25]([O-:27])=[O:26])[CH:29]=4)=[N:8][C:7]=23)[CH:14]=[CH:13][C:12]=1[CH2:15][NH:16][C:17](=[O:23])[O:18][C:19]([CH3:20])([CH3:21])[CH3:22]. The yield is 0.370. (3) The reactants are O.O.C([O-])(=O)C.[Li+].[Si:8]([O:15][C@@H:16]1[N:22]([C:23]([O:25][CH2:26][C:27]2[CH:32]=[CH:31][C:30]([NH:33][C:34](=[O:51])[C@@H:35]([NH:37][C:38](=[O:50])[C@@H:39]([NH:43][C:44]([O:46][CH2:47][CH:48]=[CH2:49])=[O:45])[CH:40]([CH3:42])[CH3:41])[CH3:36])=[CH:29][CH:28]=2)=[O:24])[C:21]2[CH:52]=[C:53]([O:58][Si](C(C)C)(C(C)C)C(C)C)[C:54]([O:56][CH3:57])=[CH:55][C:20]=2[C:19](=[O:69])[N:18]2[CH:70]=[C:71](/[CH:73]=[CH:74]/[CH3:75])[CH2:72][C@@H:17]12)([C:11]([CH3:14])([CH3:13])[CH3:12])([CH3:10])[CH3:9]. The catalyst is CN(C=O)C.C(OCC)(=O)C. The product is [Si:8]([O:15][C@@H:16]1[N:22]([C:23]([O:25][CH2:26][C:27]2[CH:28]=[CH:29][C:30]([NH:33][C:34](=[O:51])[C@@H:35]([NH:37][C:38](=[O:50])[C@@H:39]([NH:43][C:44]([O:46][CH2:47][CH:48]=[CH2:49])=[O:45])[CH:40]([CH3:42])[CH3:41])[CH3:36])=[CH:31][CH:32]=2)=[O:24])[C:21]2[CH:52]=[C:53]([OH:58])[C:54]([O:56][CH3:57])=[CH:55][C:20]=2[C:19](=[O:69])[N:18]2[CH:70]=[C:71](/[CH:73]=[CH:74]/[CH3:75])[CH2:72][C@@H:17]12)([C:11]([CH3:12])([CH3:13])[CH3:14])([CH3:9])[CH3:10]. The yield is 0.830. (4) The reactants are Cl.[NH2:2][C@@H:3]([CH2:8][NH:9][C:10]([O:12][C:13]([CH3:16])([CH3:15])[CH3:14])=[O:11])[C:4]([O:6][CH3:7])=[O:5].Cl[CH2:18][CH2:19][N:20]([CH2:25][CH2:26]Cl)[S:21]([CH3:24])(=[O:23])=[O:22].O. The yield is 0.460. The product is [C:13]([O:12][C:10]([NH:9][CH2:8][C@H:3]([N:2]1[CH2:26][CH2:25][N:20]([S:21]([CH3:24])(=[O:23])=[O:22])[CH2:19][CH2:18]1)[C:4]([O:6][CH3:7])=[O:5])=[O:11])([CH3:16])([CH3:15])[CH3:14]. The catalyst is C(N(CC)C(C)C)(C)C. (5) The reactants are [Cl:1][C:2]1[CH:30]=[CH:29][C:5]([C:6]([NH:8][CH2:9][C:10]2[CH:15]=[CH:14][C:13]([S:16]([N:19]3[CH2:28][CH2:27][C:22]4(OCC[O:23]4)[CH2:21][CH2:20]3)(=[O:18])=[O:17])=[CH:12][CH:11]=2)=[O:7])=[CH:4][CH:3]=1.C1COCC1. The catalyst is Cl. The product is [Cl:1][C:2]1[CH:3]=[CH:4][C:5]([C:6]([NH:8][CH2:9][C:10]2[CH:11]=[CH:12][C:13]([S:16]([N:19]3[CH2:20][CH2:21][C:22](=[O:23])[CH2:27][CH2:28]3)(=[O:17])=[O:18])=[CH:14][CH:15]=2)=[O:7])=[CH:29][CH:30]=1. The yield is 0.820. (6) The reactants are C1C=C(Cl)C=C(C(OO)=[O:9])C=1.[F:12][C:13]1[CH:14]=[C:15]([CH:26]=[C:27]([F:29])[CH:28]=1)[CH2:16][O:17][C:18]1[CH:19]=[N:20][CH:21]=[C:22]([CH:25]=1)[C:23]#[N:24]. The catalyst is C(#N)C. The product is [C:23]([C:22]1[CH:21]=[N+:20]([O-:9])[CH:19]=[C:18]([O:17][CH2:16][C:15]2[CH:26]=[C:27]([F:29])[CH:28]=[C:13]([F:12])[CH:14]=2)[CH:25]=1)#[N:24]. The yield is 0.750.